This data is from Reaction yield outcomes from USPTO patents with 853,638 reactions. The task is: Predict the reaction yield, written as a fraction of the theoretical maximum amount of product (1.0 means a 100% yield; for example, 0.34 means a 34% yield). (1) The reactants are [Br:1][C:2]1[C:7]([C:8]([OH:10])=[O:9])=[C:6]([CH3:11])[C:5]([O:12][CH:13]([CH3:15])[CH3:14])=[CH:4][CH:3]=1.[C:16](Cl)(=O)C(Cl)=O.CN(C=O)C. The catalyst is C(Cl)Cl. The product is [Br:1][C:2]1[C:7]([C:8]([O:10][CH3:16])=[O:9])=[C:6]([CH3:11])[C:5]([O:12][CH:13]([CH3:15])[CH3:14])=[CH:4][CH:3]=1. The yield is 0.650. (2) The reactants are [C:1]([O:5][C:6](=[O:17])[NH:7][C:8]1[CH:13]=[CH:12][CH:11]=[C:10]([N+:14]([O-])=O)[CH:9]=1)([CH3:4])([CH3:3])[CH3:2].O1CCCC1. The catalyst is C(O)C.[C].[Pd]. The yield is 0.980. The product is [C:1]([O:5][C:6](=[O:17])[NH:7][C:8]1[CH:13]=[CH:12][CH:11]=[C:10]([NH2:14])[CH:9]=1)([CH3:4])([CH3:2])[CH3:3]. (3) The reactants are [F:1][C:2]1[CH:3]=[C:4]([CH2:8][CH2:9][NH2:10])[CH:5]=[CH:6][CH:7]=1.C1(C)C=CC=CC=1.C[Al](C)C.[F:22][C:23]1[C:24]([O:31][CH2:32][C:33]2[CH:38]=[CH:37][CH:36]=[CH:35][CH:34]=2)=[C:25]([CH:28]=[CH:29][CH:30]=1)[C:26]#[N:27]. The catalyst is C(Cl)(Cl)Cl. The product is [F:22][C:23]1[C:24]([O:31][CH2:32][C:33]2[CH:34]=[CH:35][CH:36]=[CH:37][CH:38]=2)=[C:25]([C:26](=[NH:27])[NH:10][CH2:9][CH2:8][C:4]2[CH:5]=[CH:6][CH:7]=[C:2]([F:1])[CH:3]=2)[CH:28]=[CH:29][CH:30]=1. The yield is 0.250. (4) The reactants are COC[C@@H]1[C@H](C=O)[C@]1(C)C1C=CC2C(C)(C)CCC(C)(C)C=2C=1.CC12C(C)(C)[C:28]([C:34]([O:36][CH2:37][C@@H:38]3[C@H:40]([CH2:41][O:42]CC)[C@:39]3([CH3:59])[C:45]3[CH:54]=[CH:53][C:52]4[C:51]([CH3:56])([CH3:55])[CH2:50][CH2:49][C:48]([CH3:58])([CH3:57])[C:47]=4[CH:46]=3)=O)(CC1)OC2=O. No catalyst specified. The product is [CH2:34]([O:36][CH2:37][C@H:38]1[C@@H:40]([CH:41]=[O:42])[C@@:39]1([CH3:59])[C:45]1[CH:54]=[CH:53][C:52]2[C:51]([CH3:56])([CH3:55])[CH2:50][CH2:49][C:48]([CH3:58])([CH3:57])[C:47]=2[CH:46]=1)[CH3:28]. The yield is 0.940. (5) The reactants are [CH3:1][O:2][C:3]1[CH:8]=[CH:7][C:6]([O:9][CH3:10])=[CH:5][C:4]=1[NH:11][C:12]1[C:21]([NH2:22])=[N:20][C:19]2[C:14](=[CH:15][CH:16]=[CH:17][CH:18]=2)[N:13]=1.[CH3:23][N:24]1[CH:28]=[C:27]([S:29](Cl)(=[O:31])=[O:30])[N:26]=[CH:25]1. The catalyst is N1C=CC=CC=1. The product is [CH3:1][O:2][C:3]1[CH:8]=[CH:7][C:6]([O:9][CH3:10])=[CH:5][C:4]=1[NH:11][C:12]1[C:21]([NH:22][S:29]([C:27]2[N:26]=[CH:25][N:24]([CH3:23])[CH:28]=2)(=[O:31])=[O:30])=[N:20][C:19]2[C:14]([N:13]=1)=[CH:15][CH:16]=[CH:17][CH:18]=2. The yield is 0.640. (6) The reactants are [CH3:1][C:2]([CH2:4][CH2:5][C:6]1[CH:11]=[CH:10][C:9]([OH:12])=[CH:8][CH:7]=1)=[O:3].C([O-])([O-])O[CH2:15][CH3:16].[H][H]. The catalyst is [C].[Pd].O.C1(C)C=CC(S(O)(=O)=O)=CC=1.C(O)C. The product is [CH2:15]([O:3][CH:2]([CH3:1])[CH2:4][CH2:5][C:6]1[CH:7]=[CH:8][C:9]([OH:12])=[CH:10][CH:11]=1)[CH3:16]. The yield is 0.648. (7) The reactants are FC(F)(F)C(O)=O.[Br:8][C:9]1[CH:14]=[CH:13][C:12]([C:15]2(O)[CH2:20][CH2:19][CH:18]([C:21]([NH:23][C@H:24]3[CH2:29][CH2:28][C@@H:27]([OH:30])[CH2:26][CH2:25]3)=[O:22])[CH2:17][CH2:16]2)=[C:11]([CH3:32])[CH:10]=1. The catalyst is C(Cl)Cl. The product is [Br:8][C:9]1[CH:14]=[CH:13][C:12]([C:15]2[CH2:20][CH2:19][CH:18]([C:21]([NH:23][C@H:24]3[CH2:29][CH2:28][C@@H:27]([OH:30])[CH2:26][CH2:25]3)=[O:22])[CH2:17][CH:16]=2)=[C:11]([CH3:32])[CH:10]=1. The yield is 0.600.